Predict the reactants needed to synthesize the given product. From a dataset of Full USPTO retrosynthesis dataset with 1.9M reactions from patents (1976-2016). (1) Given the product [C:28]([C@@:4]([C@:6]([C:20](=[O:27])[C:21]1[CH:22]=[CH:23][CH:24]=[CH:25][CH:26]=1)([C@:8]([C:12](=[O:19])[C:13]1[CH:14]=[CH:15][CH:16]=[CH:17][CH:18]=1)([CH2:10][OH:11])[OH:9])[OH:7])([OH:5])[CH:2]=[O:3])(=[O:35])[C:29]1[CH:30]=[CH:31][CH:32]=[CH:33][CH:34]=1, predict the reactants needed to synthesize it. The reactants are: Br[C:2]([C@:4]([C:28](=[O:35])[C:29]1[CH:34]=[CH:33][CH:32]=[CH:31][CH:30]=1)([C@:6]([C:20](=[O:27])[C:21]1[CH:26]=[CH:25][CH:24]=[CH:23][CH:22]=1)([C@:8]([C:12](=[O:19])[C:13]1[CH:18]=[CH:17][CH:16]=[CH:15][CH:14]=1)([CH2:10][OH:11])[OH:9])[OH:7])[OH:5])=[O:3].O. (2) Given the product [NH2:13][C:10]1[CH:11]=[CH:12][C:2]([Cl:1])=[C:3](/[CH:4]=[CH:5]/[C:6]([N:18]([CH2:19][CH3:20])[CH2:16][CH3:17])=[O:8])[CH:9]=1, predict the reactants needed to synthesize it. The reactants are: [Cl:1][C:2]1[CH:12]=[CH:11][C:10]([N+:13]([O-])=O)=[CH:9][C:3]=1[CH:4]=[CH:5][C:6]([OH:8])=O.[CH2:16]([NH:18][CH2:19][CH3:20])[CH3:17].Cl.CN(C)CCCN=C=NCC.O.ON1C2C=CC=CC=2N=N1.